This data is from NCI-60 drug combinations with 297,098 pairs across 59 cell lines. The task is: Regression. Given two drug SMILES strings and cell line genomic features, predict the synergy score measuring deviation from expected non-interaction effect. (1) Drug 1: CN(C)C1=NC(=NC(=N1)N(C)C)N(C)C. Drug 2: C1=CC(=CC=C1CCCC(=O)O)N(CCCl)CCCl. Cell line: KM12. Synergy scores: CSS=8.25, Synergy_ZIP=-8.21, Synergy_Bliss=-9.65, Synergy_Loewe=-4.24, Synergy_HSA=-3.90. (2) Drug 1: C1C(C(OC1N2C=C(C(=O)NC2=O)F)CO)O. Drug 2: CC1C(C(CC(O1)OC2CC(OC(C2O)C)OC3=CC4=CC5=C(C(=O)C(C(C5)C(C(=O)C(C(C)O)O)OC)OC6CC(C(C(O6)C)O)OC7CC(C(C(O7)C)O)OC8CC(C(C(O8)C)O)(C)O)C(=C4C(=C3C)O)O)O)O. Cell line: ACHN. Synergy scores: CSS=49.0, Synergy_ZIP=-4.09, Synergy_Bliss=-2.19, Synergy_Loewe=-0.682, Synergy_HSA=-0.444. (3) Drug 1: CCC1(CC2CC(C3=C(CCN(C2)C1)C4=CC=CC=C4N3)(C5=C(C=C6C(=C5)C78CCN9C7C(C=CC9)(C(C(C8N6C)(C(=O)OC)O)OC(=O)C)CC)OC)C(=O)OC)O.OS(=O)(=O)O. Drug 2: CCC1=C2CN3C(=CC4=C(C3=O)COC(=O)C4(CC)O)C2=NC5=C1C=C(C=C5)O. Cell line: NCI-H226. Synergy scores: CSS=5.64, Synergy_ZIP=-1.46, Synergy_Bliss=0.198, Synergy_Loewe=-6.83, Synergy_HSA=-0.806. (4) Drug 1: CC1=C(C=C(C=C1)NC(=O)C2=CC=C(C=C2)CN3CCN(CC3)C)NC4=NC=CC(=N4)C5=CN=CC=C5. Drug 2: C1=CN(C=N1)CC(O)(P(=O)(O)O)P(=O)(O)O. Cell line: SNB-75. Synergy scores: CSS=-2.50, Synergy_ZIP=1.61, Synergy_Bliss=0.211, Synergy_Loewe=-2.91, Synergy_HSA=-2.76. (5) Drug 1: CC(CN1CC(=O)NC(=O)C1)N2CC(=O)NC(=O)C2. Drug 2: COC1=C2C(=CC3=C1OC=C3)C=CC(=O)O2. Cell line: UACC-257. Synergy scores: CSS=4.01, Synergy_ZIP=-0.993, Synergy_Bliss=0.774, Synergy_Loewe=-0.323, Synergy_HSA=-0.778. (6) Drug 1: CC1=C(C=C(C=C1)NC2=NC=CC(=N2)N(C)C3=CC4=NN(C(=C4C=C3)C)C)S(=O)(=O)N.Cl. Drug 2: CCCCCOC(=O)NC1=NC(=O)N(C=C1F)C2C(C(C(O2)C)O)O. Cell line: MDA-MB-435. Synergy scores: CSS=-3.07, Synergy_ZIP=3.35, Synergy_Bliss=3.84, Synergy_Loewe=-1.13, Synergy_HSA=-0.562. (7) Drug 1: C1=C(C(=O)NC(=O)N1)F. Drug 2: CCCS(=O)(=O)NC1=C(C(=C(C=C1)F)C(=O)C2=CNC3=C2C=C(C=N3)C4=CC=C(C=C4)Cl)F. Cell line: 786-0. Synergy scores: CSS=20.3, Synergy_ZIP=-3.95, Synergy_Bliss=-7.46, Synergy_Loewe=-9.76, Synergy_HSA=-6.44.